The task is: Predict which catalyst facilitates the given reaction.. This data is from Catalyst prediction with 721,799 reactions and 888 catalyst types from USPTO. (1) Reactant: [F:1][C:2]1[C:7]([CH2:8][CH2:9][OH:10])=[C:6]([N+:11]([O-])=O)[CH:5]=[CH:4][C:3]=1[N:14]1[C:22](=[O:23])[C:21]2[C:16](=[CH:17][CH:18]=[CH:19][CH:20]=2)[C:15]1=[O:24]. Product: [NH2:11][C:6]1[CH:5]=[CH:4][C:3]([N:14]2[C:22](=[O:23])[C:21]3[C:16](=[CH:17][CH:18]=[CH:19][CH:20]=3)[C:15]2=[O:24])=[C:2]([F:1])[C:7]=1[CH2:8][CH2:9][OH:10]. The catalyst class is: 19. (2) Reactant: [C:1]([O:18][CH2:19][CH:20]([O:31][C:32](=[O:48])[CH2:33][CH2:34][CH2:35][CH2:36][CH2:37][CH2:38][CH2:39][CH2:40][CH2:41][CH2:42][CH2:43][CH2:44][CH2:45][CH2:46][CH3:47])[C:21]([O:23]CC1C=CC=CC=1)=[O:22])(=[O:17])[CH2:2][CH2:3][CH2:4][CH2:5][CH2:6][CH2:7][CH2:8][CH2:9][CH2:10][CH2:11][CH2:12][CH2:13][CH2:14][CH2:15][CH3:16]. Product: [C:32]([O:31][CH:20]([CH2:19][O:18][C:1](=[O:17])[CH2:2][CH2:3][CH2:4][CH2:5][CH2:6][CH2:7][CH2:8][CH2:9][CH2:10][CH2:11][CH2:12][CH2:13][CH2:14][CH2:15][CH3:16])[C:21]([OH:23])=[O:22])(=[O:48])[CH2:33][CH2:34][CH2:35][CH2:36][CH2:37][CH2:38][CH2:39][CH2:40][CH2:41][CH2:42][CH2:43][CH2:44][CH2:45][CH2:46][CH3:47]. The catalyst class is: 13. (3) Reactant: [Br:1][C:2]1[CH:3]=[CH:4][C:5]([F:23])=[C:6]([CH:22]=1)[C:7]([CH:9]1[CH2:14][CH2:13][N:12]([C:15]([O:17][C:18]([CH3:21])([CH3:20])[CH3:19])=[O:16])[CH2:11][CH2:10]1)=O.Cl.[NH2:25][OH:26].C(O)(C)C.O.[OH-].[K+]. Product: [Br:1][C:2]1[CH:3]=[CH:4][C:5]([F:23])=[C:6](/[C:7](=[N:25]\[OH:26])/[CH:9]2[CH2:14][CH2:13][N:12]([C:15]([O:17][C:18]([CH3:21])([CH3:20])[CH3:19])=[O:16])[CH2:11][CH2:10]2)[CH:22]=1. The catalyst class is: 6. (4) Reactant: C([Mg]Cl)(C)C.Br[C:7]1[CH:12]=[CH:11][C:10]([F:13])=[CH:9][N:8]=1.[CH3:14][C:15]1[C:19]([C:20]2[CH:21]=[C:22]([CH:39]([C:41]3[CH:46]=[CH:45][C:44]([F:47])=[CH:43][N:42]=3)[OH:40])[C:23]3[N:27]=[C:26]([O:28]CC)[N:25](C(OC(C)(C)C)=O)[C:24]=3[CH:38]=2)=[C:18]([CH3:48])[O:17][N:16]=1.Cl. Product: [F:13][C:10]1[CH:11]=[CH:12][C:7]([C:39]([C:41]2[CH:46]=[CH:45][C:44]([F:47])=[CH:43][N:42]=2)([OH:40])[C:22]2[C:23]3[NH:27][C:26](=[O:28])[NH:25][C:24]=3[CH:38]=[C:20]([C:19]3[C:15]([CH3:14])=[N:16][O:17][C:18]=3[CH3:48])[CH:21]=2)=[N:8][CH:9]=1. The catalyst class is: 359. (5) Product: [Br:1][C:2]1[N:3]([CH2:17][CH2:18][CH:19]2[O:24][CH2:23][CH2:22][N:21]([CH2:26][C:27]([O:29][CH3:30])=[O:28])[CH2:20]2)[C:4]2[C:9]([N:10]=1)=[C:8]([N:11]=[O:32])[N:7]=[C:6]([O:12][CH2:13][CH2:14][CH2:15][CH3:16])[N:5]=2. Reactant: [Br:1][C:2]1[N:3]([CH2:17][CH2:18][CH:19]2[O:24][CH2:23][CH2:22][NH:21][CH2:20]2)[C:4]2[C:9]([N:10]=1)=[C:8]([NH2:11])[N:7]=[C:6]([O:12][CH2:13][CH2:14][CH2:15][CH3:16])[N:5]=2.Br[CH2:26][C:27]([O:29][CH3:30])=[O:28].C(=O)([O-])[O-:32].[K+].[K+]. The catalyst class is: 3. (6) Product: [Cl:16][C:17]1[CH:28]=[CH:27][C:20]([C:21](=[O:22])[C:7]#[C:6][C:4]([CH3:8])([O:3][Si:2]([CH3:10])([CH3:9])[CH3:1])[CH3:5])=[CH:19][CH:18]=1. The catalyst class is: 1. Reactant: [CH3:1][Si:2]([CH3:10])([CH3:9])[O:3][C:4]([CH3:8])([C:6]#[CH:7])[CH3:5].[Li]CCCC.[Cl:16][C:17]1[CH:28]=[CH:27][C:20]([C:21](N(OC)C)=[O:22])=[CH:19][CH:18]=1.